From a dataset of Full USPTO retrosynthesis dataset with 1.9M reactions from patents (1976-2016). Predict the reactants needed to synthesize the given product. (1) Given the product [C:17]([OH:24])(=[O:18])[C:16]1[CH:19]=[CH:20][CH:21]=[CH:22][CH:15]=1.[C:1]([C:3]1[CH:8]=[CH:7][CH:6]=[CH:5][CH:4]=1)(=[O:11])[CH3:2], predict the reactants needed to synthesize it. The reactants are: [CH2:1]([C:3]1[CH:8]=[CH:7][CH:6]=[CH:5][CH:4]=1)[CH3:2].C(ON1[C:17](=[O:18])[C:16]2=[CH:19][CH:20]=[CH:21][CH:22]=[C:15]2C1=O)(=[O:11])C.[O:24]=O. (2) Given the product [C:3]([C:5]1([O:18][CH3:19])[CH2:6][CH2:7][N:8]([C:11]([O:13][C:14]([CH3:15])([CH3:16])[CH3:17])=[O:12])[CH2:9][CH2:10]1)(=[O:4])[CH3:20], predict the reactants needed to synthesize it. The reactants are: CO[C:3]([C:5]1([O:18][CH3:19])[CH2:10][CH2:9][N:8]([C:11]([O:13][C:14]([CH3:17])([CH3:16])[CH3:15])=[O:12])[CH2:7][CH2:6]1)=[O:4].[CH3:20][Si](C[Li])(C)C.[Cl-].[NH4+].[F-].C([N+](CCCC)(CCCC)CCCC)CCC. (3) Given the product [Cl:24][C:5]1[N:4]=[C:3]([C:9]2[N:10]([CH:15]([CH3:17])[CH3:16])[C:11]([CH3:14])=[N:12][CH:13]=2)[C:2]([Cl:1])=[CH:7][N:6]=1, predict the reactants needed to synthesize it. The reactants are: [Cl:1][C:2]1[C:3]([C:9]2[N:10]([CH:15]([CH3:17])[CH3:16])[C:11]([CH3:14])=[N:12][CH:13]=2)=[N:4][C:5](N)=[N:6][CH:7]=1.N([O-])=O.[Na+].P(Cl)(Cl)([Cl:24])=O. (4) Given the product [OH:3][CH2:4][CH:5]1[CH2:10][CH2:9][CH:8]([CH2:11][C:12]#[N:13])[CH2:7][CH2:6]1, predict the reactants needed to synthesize it. The reactants are: C([O:3][CH2:4][CH:5]1[CH2:10][CH2:9][CH:8]([CH2:11][C:12]#[N:13])[CH2:7][CH2:6]1)=C.Cl.O. (5) Given the product [F:1][C:2]1[C:3]([NH:30][CH:31]2[CH2:32][CH2:33][CH:34]([N:42]3[CH2:47][CH2:46][O:45][CH2:44][CH2:43]3)[CH2:35][CH2:36]2)=[C:4]([CH:10]=[C:11]([C:13]2[CH:14]=[C:15]3[C:21]([C:22]4[CH:27]=[CH:26][CH:25]=[CH:24][C:23]=4[O:28][CH3:29])=[N:20][NH:19][C:16]3=[N:17][CH:18]=2)[CH:12]=1)[C:5]([N:7]([CH3:9])[CH3:8])=[O:6], predict the reactants needed to synthesize it. The reactants are: [F:1][C:2]1[C:3]([NH:30][CH:31]2[CH2:36][CH2:35][C:34](=O)[CH2:33][CH2:32]2)=[C:4]([CH:10]=[C:11]([C:13]2[CH:14]=[C:15]3[C:21]([C:22]4[CH:27]=[CH:26][CH:25]=[CH:24][C:23]=4[O:28][CH3:29])=[N:20][NH:19][C:16]3=[N:17][CH:18]=2)[CH:12]=1)[C:5]([N:7]([CH3:9])[CH3:8])=[O:6].C([BH3-])#N.[Na+].[NH:42]1[CH2:47][CH2:46][O:45][CH2:44][CH2:43]1.C(O)(=O)C. (6) Given the product [CH3:26][N:16]([C@@H:11]1[C@H:12]([CH3:15])[CH2:13][CH2:14][NH:9][CH2:10]1)[C:17]1[C:18]2[CH:25]=[CH:24][NH:23][C:19]=2[N:20]=[CH:21][N:22]=1, predict the reactants needed to synthesize it. The reactants are: O.C([N:9]1[CH2:14][CH2:13][CH:12]([CH3:15])[CH:11]([N:16]([CH3:26])[C:17]2[C:18]3[CH:25]=[CH:24][NH:23][C:19]=3[N:20]=[CH:21][N:22]=2)[CH2:10]1)C1C=CC=CC=1.C(O)(=O)C. (7) The reactants are: C1(C)CCC(C(C)C)[CH:3]([C:10]2([CH:51]3C(C(C)C)CCC(C)C3)[C:19]3[C:14](=[CH:15][CH:16]=[C:17]([CH:20]4C(C(C)C)CCC(C)C4)[CH:18]=3)[C:13]([CH:40]3C(C(C)C)CCC(C)C3)([CH:30]3C(C(C)C)CCC(C)C3)[CH2:12][C:11]2=[O:50])C1.[BH4-].[Na+]. Given the product [CH3:20][C:17]1[CH:16]=[CH:15][C:14]2[C:13]([CH3:40])([CH3:30])[CH2:12][CH:11]([OH:50])[C:10]([CH3:3])([CH3:51])[C:19]=2[CH:18]=1, predict the reactants needed to synthesize it. (8) Given the product [Br:8][C:4]1[CH:3]=[C:2]([C:16]2[C:15]3[C:24]4=[C:23]5[C:12](=[CH:13][CH:14]=3)[CH:11]=[CH:10][CH:9]=[C:22]5[CH:21]=[CH:20][C:19]4=[CH:18][CH:17]=2)[CH:7]=[CH:6][CH:5]=1, predict the reactants needed to synthesize it. The reactants are: Br[C:2]1[CH:7]=[CH:6][CH:5]=[C:4]([Br:8])[CH:3]=1.[C:9]1(B(O)O)[C:22]2[C:23]3=[C:24]4[C:19](=[CH:20][CH:21]=2)[CH:18]=[CH:17][CH:16]=[C:15]4[CH:14]=[CH:13][C:12]3=[CH:11][CH:10]=1.C([O-])([O-])=O.[Na+].[Na+].CCO. (9) Given the product [C:1]([C:19]1[CH:18]=[C:17]2[C:13](=[CH:12][C:11]=1[CH2:9][CH3:10])[CH2:14][CH:15]([NH:20][C:21](=[O:26])[C:22]([F:24])([F:23])[F:25])[CH2:16]2)(=[O:3])[CH3:2], predict the reactants needed to synthesize it. The reactants are: [C:1](Cl)(=[O:3])[CH3:2].[Cl-].[Al+3].[Cl-].[Cl-].[CH2:9]([C:11]1[CH:12]=[C:13]2[C:17](=[CH:18][CH:19]=1)[CH2:16][CH:15]([NH:20][C:21](=[O:26])[C:22]([F:25])([F:24])[F:23])[CH2:14]2)[CH3:10].C(OC(C)C)(=O)C. (10) Given the product [F:1][C:2]1[CH:30]=[CH:29][C:5]2[C:6]([CH:9]3[CH2:14][CH2:13][N:12]([CH2:15][CH2:16][C:17]4[C:22](=[O:23])[N:21]5[CH2:24][CH2:25][CH2:26][CH2:27][C:20]5=[N:19][C:18]=4[CH3:28])[CH2:11][CH2:10]3)=[N:7][O:8][C:4]=2[CH:3]=1, predict the reactants needed to synthesize it. The reactants are: [F:1][C:2]1[CH:30]=[CH:29][C:5]2[C:6]([CH:9]3[CH2:14][CH2:13][N:12]([CH:15]=[CH:16][C:17]4[C:22](=[O:23])[N:21]5[CH2:24][CH2:25][CH2:26][CH2:27][C:20]5=[N:19][C:18]=4[CH3:28])[CH2:11][CH2:10]3)=[N:7][O:8][C:4]=2[CH:3]=1.C([BH3-])#N.[Na+].